From a dataset of Full USPTO retrosynthesis dataset with 1.9M reactions from patents (1976-2016). Predict the reactants needed to synthesize the given product. Given the product [CH3:12][C:2]1[CH:7]=[CH:6][C:5]([S:8]([OH:11])(=[O:10])=[O:9])=[CH:4][CH:3]=1, predict the reactants needed to synthesize it. The reactants are: O.[C:2]1([CH3:12])[CH:7]=[CH:6][C:5]([S:8]([OH:11])(=[O:10])=[O:9])=[CH:4][CH:3]=1.